Dataset: Reaction yield outcomes from USPTO patents with 853,638 reactions. Task: Predict the reaction yield, written as a fraction of the theoretical maximum amount of product (1.0 means a 100% yield; for example, 0.34 means a 34% yield). (1) The reactants are [CH3:1][O:2][C:3]1[CH:4]=[C:5]2[C:10](=[CH:11][C:12]=1[O:13]CC1CO1)[N:9]=[CH:8][CH:7]=[C:6]2[O:18][C:19]1[CH:24]=[CH:23][C:22]([CH3:25])=[CH:21][C:20]=1[C:26]([C:28]1[CH:33]=[CH:32][CH:31]=[CH:30][CH:29]=1)=[O:27].[N:34]1([CH:40]2[CH2:45][CH2:44]NCC2)[CH2:39][CH2:38][CH2:37][CH2:36][CH2:35]1.[OH2:46]. The catalyst is CN(C)C=O. The product is [OH:46][CH:45]([CH2:40][N:34]1[CH2:35][CH2:36][CH2:37][CH2:38][CH:39]1[CH:6]1[CH2:5][CH2:10][NH:9][CH2:8][CH2:7]1)[CH2:44][O:13][C:12]1[CH:11]=[C:10]2[C:5]([C:6]([O:18][C:19]3[CH:24]=[CH:23][C:22]([CH3:25])=[CH:21][C:20]=3[C:26]([C:28]3[CH:29]=[CH:30][CH:31]=[CH:32][CH:33]=3)=[O:27])=[CH:7][CH:8]=[N:9]2)=[CH:4][C:3]=1[O:2][CH3:1]. The yield is 0.910. (2) The reactants are [CH2:1]1[O:5][C:4]2[CH:6]=[C:7](/[CH:10]=[CH:11]/[CH:12]=[CH:13]/[C:14]([OH:16])=O)[CH:8]=[CH:9][C:3]=2[O:2]1.C(N(CC)CC)C.CS(Cl)(=O)=O.[CH2:29]([NH2:33])[CH:30]([CH3:32])[CH3:31]. The catalyst is ClCCl.CO. The product is [CH3:31][CH:30]([CH2:29][NH:33][C:14](/[CH:13]=[CH:12]/[CH:11]=[CH:10]/[C:7]1[CH:8]=[CH:9][C:3]2[O:2][CH2:1][O:5][C:4]=2[CH:6]=1)=[O:16])[CH3:32]. The yield is 0.320. (3) The reactants are [Cl:1][C:2]1[CH:3]=[CH:4][C:5]([O:31][CH3:32])=[C:6]([NH:8][C:9](=[O:30])[CH2:10][N:11]2[C:19]3[CH2:18][CH2:17][N:16]([CH2:20][C:21](OCC)=[O:22])[CH2:15][C:14]=3[C:13]([C:26]([F:29])([F:28])[F:27])=[N:12]2)[CH:7]=1.[CH3:33][NH:34][CH3:35].C(O)C. No catalyst specified. The product is [Cl:1][C:2]1[CH:3]=[CH:4][C:5]([O:31][CH3:32])=[C:6]([NH:8][C:9](=[O:30])[CH2:10][N:11]2[C:19]3[CH2:18][CH2:17][N:16]([CH2:20][C:21]([N:34]([CH3:35])[CH3:33])=[O:22])[CH2:15][C:14]=3[C:13]([C:26]([F:28])([F:29])[F:27])=[N:12]2)[CH:7]=1. The yield is 0.140. (4) The reactants are CC1C=CC(S(O[CH2:12][CH:13]2[O:18][C:17]3[CH:19]=[C:20]([Cl:23])[CH:21]=[CH:22][C:16]=3[O:15][CH2:14]2)(=O)=O)=CC=1.[CH2:24]([NH2:27])[CH2:25][CH3:26]. The catalyst is C(#N)C. The product is [Cl:23][C:20]1[CH:21]=[CH:22][C:16]2[O:15][CH2:14][CH:13]([CH2:12][NH:27][CH2:24][CH2:25][CH3:26])[O:18][C:17]=2[CH:19]=1. The yield is 0.520. (5) The reactants are [Li]CCCC.C(NC(C)C)(C)C.[Cl:13][C:14]1[CH:19]=[CH:18][C:17]([CH2:20][C:21]([O:23][CH3:24])=[O:22])=[CH:16][CH:15]=1.[Li+].CC([N-]C(C)C)C.Br[CH2:34][C:35]([O:37][C:38]([CH3:41])([CH3:40])[CH3:39])=[O:36]. The catalyst is C1COCC1. The product is [Cl:13][C:14]1[CH:15]=[CH:16][C:17]([CH:20]([CH2:34][C:35]([O:37][C:38]([CH3:41])([CH3:40])[CH3:39])=[O:36])[C:21]([O:23][CH3:24])=[O:22])=[CH:18][CH:19]=1. The yield is 0.880.